This data is from Reaction yield outcomes from USPTO patents with 853,638 reactions. The task is: Predict the reaction yield, written as a fraction of the theoretical maximum amount of product (1.0 means a 100% yield; for example, 0.34 means a 34% yield). (1) The reactants are [Br:1][C:2]1[CH:3]=[C:4]2[C:9](=[CH:10][CH:11]=1)[CH:8]=[C:7]([SH:12])[CH:6]=[CH:5]2.I[C:14]1[CH:19]=[CH:18][CH:17]=[CH:16][C:15]=1[C@@H:20]([OH:22])[CH3:21].C(=O)([O-])[O-].[K+].[K+].C(O)CO. The catalyst is C(OCC)(=O)C.[Cu]I.C(O)(C)C. The product is [Br:1][C:2]1[CH:3]=[C:4]2[C:9](=[CH:10][CH:11]=1)[CH:8]=[C:7]([S:12][C:14]1[CH:19]=[CH:18][CH:17]=[CH:16][C:15]=1[C@@H:20]([OH:22])[CH3:21])[CH:6]=[CH:5]2. The yield is 0.850. (2) The reactants are [CH3:1][CH:2]1[C:7](B2OC(C)(C)C(C)(C)O2)=[CH:6][CH2:5][N:4]([C:17]([O:19][C:20]([CH3:23])([CH3:22])[CH3:21])=[O:18])[CH2:3]1.Br[C:25]1[CH:26]=[CH:27][C:28]([CH2:31][N:32]2[C:40]3[C:35](=[CH:36][C:37]([S:41]([CH3:44])(=[O:43])=[O:42])=[CH:38][CH:39]=3)[CH:34]=[CH:33]2)=[N:29][CH:30]=1.ClCCl.C(=O)([O-])[O-].[Cs+].[Cs+]. The catalyst is CN(C)C=O.C1C=CC(P([C]2[CH][CH][CH][CH]2)C2C=CC=CC=2)=CC=1.C1C=CC(P([C]2[CH][CH][CH][CH]2)C2C=CC=CC=2)=CC=1.Cl[Pd]Cl.[Fe].O. The product is [CH3:44][S:41]([C:37]1[CH:36]=[C:35]2[C:40](=[CH:39][CH:38]=1)[N:32]([CH2:31][C:28]1[CH:27]=[CH:26][C:25]([C:7]3[CH:2]([CH3:1])[CH2:3][N:4]([C:17]([O:19][C:20]([CH3:21])([CH3:22])[CH3:23])=[O:18])[CH2:5][CH:6]=3)=[CH:30][N:29]=1)[CH:33]=[CH:34]2)(=[O:42])=[O:43]. The yield is 0.350. (3) The reactants are [CH2:1]([O:3][C:4]([C:6]1[N:7]=[C:8]2[C:13]([C:14]([F:17])([F:16])[F:15])=[CH:12][C:11]([C:18]3[CH:22]=[CH:21][O:20][CH:19]=3)=[CH:10][N:9]2[C:23]=1[N+:24]([O-])=O)=[O:5])[CH3:2].[S:27]1[CH:31]=[CH:30][CH:29]=[C:28]1[CH2:32]N. The catalyst is CN1C(=O)CCC1. The product is [CH2:1]([O:3][C:4]([C:6]1[N:7]=[C:8]2[C:13]([C:14]([F:17])([F:16])[F:15])=[CH:12][C:11]([C:18]3[CH:22]=[CH:21][O:20][CH:19]=3)=[CH:10][N:9]2[C:23]=1[NH:24][CH2:32][C:28]1[S:27][CH:31]=[CH:30][CH:29]=1)=[O:5])[CH3:2]. The yield is 0.960. (4) The reactants are [F-:1].[K+].Cl[C:4]1[C:13]2[C:8](=[CH:9][CH:10]=[C:11]([I:14])[CH:12]=2)[N:7]=[CH:6][C:5]=1[C:15]([NH:17][CH2:18][CH2:19][N:20]([CH2:23][CH3:24])[CH2:21][CH3:22])=[O:16]. The catalyst is CN(C)C=O. The product is [CH2:21]([N:20]([CH2:23][CH3:24])[CH2:19][CH2:18][NH:17][C:15]([C:5]1[CH:6]=[N:7][C:8]2[C:13]([C:4]=1[F:1])=[CH:12][C:11]([I:14])=[CH:10][CH:9]=2)=[O:16])[CH3:22]. The yield is 0.520. (5) The reactants are FC(F)(F)C(O)=O.[N:8]1([CH2:13][C:14]2[CH:19]=[CH:18][C:17]([C:20]3[CH:24]=[C:23]([CH2:25][CH2:26][CH2:27][CH3:28])[S:22][C:21]=3[S:29]([NH:32]C(C)(C)C)(=[O:31])=[O:30])=[CH:16][CH:15]=2)[CH:12]=[CH:11][N:10]=[CH:9]1.BrC1C=CC(CN2C=CN=C2)=CC=1. The catalyst is C1(OC)C=CC=CC=1. The product is [N:8]1([CH2:13][C:14]2[CH:19]=[CH:18][C:17]([C:20]3[CH:24]=[C:23]([CH2:25][CH2:26][CH2:27][CH3:28])[S:22][C:21]=3[S:29]([NH2:32])(=[O:31])=[O:30])=[CH:16][CH:15]=2)[CH:12]=[CH:11][N:10]=[CH:9]1. The yield is 0.490.